From a dataset of Peptide-MHC class I binding affinity with 185,985 pairs from IEDB/IMGT. Regression. Given a peptide amino acid sequence and an MHC pseudo amino acid sequence, predict their binding affinity value. This is MHC class I binding data. The peptide sequence is AVRQKSRWI. The MHC is HLA-B15:01 with pseudo-sequence HLA-B15:01. The binding affinity (normalized) is 0.0847.